The task is: Predict the reactants needed to synthesize the given product.. This data is from Full USPTO retrosynthesis dataset with 1.9M reactions from patents (1976-2016). (1) Given the product [SH:8][C@H:9]1[CH2:13][N:12]([S:14]([C:17]2[CH:26]=[CH:25][C:24]3[C:19](=[CH:20][CH:21]=[CH:22][CH:23]=3)[CH:18]=2)(=[O:16])=[O:15])[C@H:11]([C:27]([C:29]2[CH:30]=[CH:31][C:32]([O:35][CH3:36])=[CH:33][CH:34]=2)=[O:28])[CH2:10]1, predict the reactants needed to synthesize it. The reactants are: COC1C=CC(C[S:8][C@H:9]2[CH2:13][N:12]([S:14]([C:17]3[CH:26]=[CH:25][C:24]4[C:19](=[CH:20][CH:21]=[CH:22][CH:23]=4)[CH:18]=3)(=[O:16])=[O:15])[C@H:11]([C:27]([C:29]3[CH:34]=[CH:33][C:32]([O:35][CH3:36])=[CH:31][CH:30]=3)=[O:28])[CH2:10]2)=CC=1.C[Si](Cl)(C)C.CS(C)=O.C([O-])([O-])=O.[Na+].[Na+].C([O-])([O-])=O.[K+].[K+].C(S)[C@@H](O)[C@H](O)CS.OS([O-])(=O)=O.[K+]. (2) Given the product [OH:22][CH2:21][C:19]1[O:20][C:16]([CH:15]=[C:6]2[C:7]3[C:12](=[CH:11][CH:10]=[CH:9][CH:8]=3)[N:4]([C:1](=[O:3])[CH3:2])[C:5]2=[O:13])=[CH:17][CH:18]=1, predict the reactants needed to synthesize it. The reactants are: [C:1]([N:4]1[C:12]2[C:7](=[CH:8][CH:9]=[CH:10][CH:11]=2)[CH2:6][C:5]1=[O:13])(=[O:3])[CH3:2].O[CH2:15][C:16]1[O:20][C:19]([CH:21]=[O:22])=[CH:18][CH:17]=1.N1CCCCC1. (3) The reactants are: FC(F)(F)C(O)=O.[CH2:8]([O:15][C:16]1[CH:17]=[C:18]([C:24]2[O:25][CH:26]=[C:27]([CH2:29][CH2:30][C:31]([C:33]3[CH:38]=[CH:37][CH:36]=[CH:35][C:34]=3[O:39]COC)=[O:32])[N:28]=2)[CH:19]=[CH:20][C:21]=1[O:22][CH3:23])[C:9]1[CH:14]=[CH:13][CH:12]=[CH:11][CH:10]=1.C(=O)(O)[O-].[Na+]. Given the product [CH2:8]([O:15][C:16]1[CH:17]=[C:18]([C:24]2[O:25][CH:26]=[C:27]([CH2:29][CH2:30][C:31]([C:33]3[CH:38]=[CH:37][CH:36]=[CH:35][C:34]=3[OH:39])=[O:32])[N:28]=2)[CH:19]=[CH:20][C:21]=1[O:22][CH3:23])[C:9]1[CH:14]=[CH:13][CH:12]=[CH:11][CH:10]=1, predict the reactants needed to synthesize it.